Predict the product of the given reaction. From a dataset of Forward reaction prediction with 1.9M reactions from USPTO patents (1976-2016). (1) Given the reactants C([Li])CCC.CC1(C)CCCC(C)(C)N1.[F:16][C:17]1[C:22]([O:23][CH2:24][O:25][CH3:26])=[CH:21][CH:20]=[C:19]([O:27][CH2:28][C:29]([CH3:32])([CH3:31])[CH3:30])[N:18]=1.[Br:33][C:34]1[CH:35]=[CH:36][C:37]([F:42])=[C:38]([CH:41]=1)[CH:39]=[O:40].[NH4+].[Cl-].C[N+]1([O-])CCOCC1, predict the reaction product. The product is: [Br:33][C:34]1[CH:35]=[CH:36][C:37]([F:42])=[C:38]([C:39]([C:21]2[CH:20]=[C:19]([O:27][CH2:28][C:29]([CH3:32])([CH3:31])[CH3:30])[N:18]=[C:17]([F:16])[C:22]=2[O:23][CH2:24][O:25][CH3:26])=[O:40])[CH:41]=1. (2) Given the reactants [Cl:1][C:2]1[CH:10]=[CH:9][CH:8]=[CH:7][C:3]=1[C:4]([OH:6])=O.[CH:11]1([CH2:14][C:15]([CH3:28])([C:18]2[CH:19]=[N:20][C:21]([C:24]([F:27])([F:26])[F:25])=[N:22][CH:23]=2)[CH2:16][NH2:17])[CH2:13][CH2:12]1, predict the reaction product. The product is: [Cl:1][C:2]1[CH:10]=[CH:9][CH:8]=[CH:7][C:3]=1[C:4]([NH:17][CH2:16][C:15]([CH3:28])([C:18]1[CH:19]=[N:20][C:21]([C:24]([F:27])([F:26])[F:25])=[N:22][CH:23]=1)[CH2:14][CH:11]1[CH2:13][CH2:12]1)=[O:6]. (3) Given the reactants [F:1][CH:2]([F:15])[O:3][C:4]1[CH:5]=[C:6]2[C:10](=[CH:11][CH:12]=1)[N:9]([CH3:13])[N:8]=[C:7]2I.[CH:16]([Mg]Cl)(C)C.[CH2:21]([Sn:25]([CH2:30][CH2:31][CH2:32][CH3:33])(Cl)[CH2:26][CH2:27][CH3:28])[CH2:22][CH2:23][CH3:24], predict the reaction product. The product is: [F:1][CH:2]([F:15])[O:3][C:4]1[CH:5]=[C:6]2[C:10](=[CH:11][CH:12]=1)[N:9]([CH3:13])[N:8]=[C:7]2[Sn:25]([CH2:30][CH2:31][CH2:32][CH3:33])([CH2:26][CH2:27][CH2:28][CH3:16])[CH2:21][CH2:22][CH2:23][CH3:24].